This data is from Forward reaction prediction with 1.9M reactions from USPTO patents (1976-2016). The task is: Predict the product of the given reaction. The product is: [Cl:8][C:9]1[N:10]=[C:11]([C:14]2[C:19]3[N:18]([C:26]([C:27]4[CH:31]=[CH:30][N:29]([CH3:32])[N:28]=4)=[C:25]4[C:24](=[O:33])[N:23]([CH3:34])[C:22](=[O:35])[N:21]([CH3:36])[C:20]4=3)[CH2:17][CH2:16][CH:15]=2)[S:12][CH:13]=1. Given the reactants Cl.N1C=CC=CC=1.[Cl:8][C:9]1[N:10]=[C:11]([C:14](=O)[CH2:15][CH2:16][CH2:17][N:18]2[C:26]([C:27]3[CH:31]=[CH:30][N:29]([CH3:32])[N:28]=3)=[C:25]3[C:20]([N:21]([CH3:36])[C:22](=[O:35])[N:23]([CH3:34])[C:24]3=[O:33])=[CH:19]2)[S:12][CH:13]=1, predict the reaction product.